From a dataset of Reaction yield outcomes from USPTO patents with 853,638 reactions. Predict the reaction yield, written as a fraction of the theoretical maximum amount of product (1.0 means a 100% yield; for example, 0.34 means a 34% yield). The reactants are [N+:1]([C:4]1[C:5](N)=[C:6]([Cl:13])[C:7]2[S:11][CH:10]=[N:9][C:8]=2[CH:12]=1)([O-:3])=[O:2].N(OS(=O)(=O)O)=O.O[PH2]=O.CCOC(C)=O. The catalyst is S(=O)(=O)(O)O. The product is [N+:1]([C:4]1[CH:5]=[C:6]([Cl:13])[C:7]2[S:11][CH:10]=[N:9][C:8]=2[CH:12]=1)([O-:3])=[O:2]. The yield is 0.620.